From a dataset of Tox21: 12 toxicity assays (nuclear receptors and stress response pathways). Binary classification across 12 toxicity assays. (1) The compound is CCCCN(CCCC)c1ccc(C(=O)c2ccccc2C(=O)O)c(O)c1. It tested positive (active) for: SR-ARE (Antioxidant Response Element (oxidative stress)), and SR-MMP (Mitochondrial Membrane Potential disruption). (2) The drug is Nc1ccc(N)c2ccccc12. It tested positive (active) for: NR-AhR (Aryl hydrocarbon Receptor agonist activity), and SR-MMP (Mitochondrial Membrane Potential disruption). (3) The compound is CCCc1nc2c(C)cc(-c3nc4ccccc4n3C)cc2n1Cc1ccc(-c2ccccc2C(=O)O)cc1. It tested positive (active) for: NR-PPAR-gamma (PPAR-gamma nuclear receptor agonist), and SR-ARE (Antioxidant Response Element (oxidative stress)).